This data is from HIV replication inhibition screening data with 41,000+ compounds from the AIDS Antiviral Screen. The task is: Binary Classification. Given a drug SMILES string, predict its activity (active/inactive) in a high-throughput screening assay against a specified biological target. (1) The drug is O=c1c(SCc2ccccc2Cl)c(SCc2ccccc2Cl)cnn1-c1ccccc1. The result is 0 (inactive). (2) The compound is N#CCN1CCN(CC#N)CCN(CC#N)CCN(CC#N)CC1. The result is 0 (inactive).